Task: Predict the reaction yield, written as a fraction of the theoretical maximum amount of product (1.0 means a 100% yield; for example, 0.34 means a 34% yield).. Dataset: Reaction yield outcomes from USPTO patents with 853,638 reactions (1) The reactants are [Br:1][C:2]1[CH:3]=[C:4]2[C:9](=[CH:10][CH:11]=1)[CH:8]=[C:7]([OH:12])[CH:6]=[CH:5]2.C(=O)([O-])[O-].[Cs+].[Cs+].CS(O[C@H:24]1[CH2:29][CH2:28][C@H:27]([C:30]([CH3:33])([CH3:32])[CH3:31])[CH2:26][CH2:25]1)(=O)=O. The catalyst is C(O)(C)(C)C.CC(=O)CC. The product is [Br:1][C:2]1[CH:11]=[CH:10][C:9]2[C:4](=[CH:5][CH:6]=[C:7]([O:12][C@H:24]3[CH2:29][CH2:28][C@H:27]([C:30]([CH3:33])([CH3:32])[CH3:31])[CH2:26][CH2:25]3)[CH:8]=2)[CH:3]=1. The yield is 0.320. (2) No catalyst specified. The yield is 0.880. The product is [Cl:10][C:11]1[CH:16]=[C:15]([S:7][C:2]2[CH:3]=[CH:4][CH:5]=[CH:6][N:1]=2)[CH:14]=[CH:13][N:12]=1. The reactants are [N:1]1[CH:6]=[CH:5][CH:4]=[CH:3][C:2]=1[SH:7].[H-].[Na+].[Cl:10][C:11]1[CH:16]=[C:15]([N+]([O-])=O)[CH:14]=[CH:13][N:12]=1. (3) The reactants are [CH2:1]([C:3]1[S:7][C:6]([N:8]=[CH:9]OCC)=[C:5]([C:13]#[N:14])[CH:4]=1)[CH3:2].[NH3:15]. The catalyst is CO.C(#N)C. The product is [CH2:1]([C:3]1[S:7][C:6]2[N:8]=[CH:9][N:15]=[C:13]([NH2:14])[C:5]=2[CH:4]=1)[CH3:2]. The yield is 0.700. (4) The reactants are [Cl:1][C:2]1[CH:7]=[CH:6][C:5](I)=[CH:4][C:3]=1[N+:9]([O-:11])=[O:10].[C:12]([Si:14]([CH3:17])([CH3:16])[CH3:15])#[CH:13]. The catalyst is C(N(CC)CC)C.ClCCl.Cl[Pd](Cl)([P](C1C=CC=CC=1)(C1C=CC=CC=1)C1C=CC=CC=1)[P](C1C=CC=CC=1)(C1C=CC=CC=1)C1C=CC=CC=1.[Cu]I. The product is [Cl:1][C:2]1[CH:7]=[CH:6][C:5]([C:13]#[C:12][Si:14]([CH3:17])([CH3:16])[CH3:15])=[CH:4][C:3]=1[N+:9]([O-:11])=[O:10]. The yield is 0.870. (5) The reactants are [Li+].[OH-].[CH3:3][C@H:4]1[C:12]2[C:11]([C:13]3[CH:22]=[CH:21][C:16]([C:17]([O:19]C)=[O:18])=[CH:15][CH:14]=3)=[N:10][CH:9]=[N:8][C:7]=2[CH2:6][CH2:5]1. The catalyst is O.C1COCC1. The product is [CH3:3][C@H:4]1[C:12]2[C:11]([C:13]3[CH:22]=[CH:21][C:16]([C:17]([OH:19])=[O:18])=[CH:15][CH:14]=3)=[N:10][CH:9]=[N:8][C:7]=2[CH2:6][CH2:5]1. The yield is 0.900. (6) The yield is 0.230. The reactants are Cl[C:2]1[S:3][CH:4]=[CH:5][N:6]=1.[C:7]([O:10][C:11]([CH3:14])([CH3:13])[CH3:12])(=[O:9])[CH3:8].C[Si]([N-][Si](C)(C)C)(C)C.[Na+]. The catalyst is C1(C)C=CC=CC=1. The product is [S:3]1[CH:4]=[CH:5][N:6]=[C:2]1[CH2:8][C:7]([O:10][C:11]([CH3:14])([CH3:13])[CH3:12])=[O:9]. (7) The reactants are [F:1][C:2]([F:16])([F:15])[C:3](=[O:14])[CH2:4][CH2:5][CH2:6][CH2:7][CH2:8][CH2:9][C:10]([O:12]C)=[O:11].[Li+].[OH-]. The catalyst is C1COCC1. The product is [F:1][C:2]([F:15])([F:16])[C:3](=[O:14])[CH2:4][CH2:5][CH2:6][CH2:7][CH2:8][CH2:9][C:10]([OH:12])=[O:11]. The yield is 0.980. (8) The reactants are Br[C:2]1[C:11]2[C:6](=[CH:7][CH:8]=[CH:9][CH:10]=2)[C:5]([N:12]2[CH2:17][CH2:16][CH:15]([N:18]([CH3:26])[C:19](=[O:25])[O:20][C:21]([CH3:24])([CH3:23])[CH3:22])[CH2:14][CH2:13]2)=[N:4][N:3]=1.[CH3:27][N:28]1[C:32](B2OC(C)(C)C(C)(C)O2)=[CH:31][CH:30]=[N:29]1.C(=O)([O-])[O-].[Na+].[Na+].C1(C)C=CC=CC=1. The catalyst is [Pd].C1(P(C2C=CC=CC=2)C2C=CC=CC=2)C=CC=CC=1.C1(P(C2C=CC=CC=2)C2C=CC=CC=2)C=CC=CC=1.C1(P(C2C=CC=CC=2)C2C=CC=CC=2)C=CC=CC=1.C1(P(C2C=CC=CC=2)C2C=CC=CC=2)C=CC=CC=1.O.C(O)C. The product is [CH3:26][N:18]([CH:15]1[CH2:16][CH2:17][N:12]([C:5]2[C:6]3[C:11](=[CH:10][CH:9]=[CH:8][CH:7]=3)[C:2]([C:32]3[N:28]([CH3:27])[N:29]=[CH:30][CH:31]=3)=[N:3][N:4]=2)[CH2:13][CH2:14]1)[C:19](=[O:25])[O:20][C:21]([CH3:24])([CH3:23])[CH3:22]. The yield is 0.690. (9) The reactants are [N:1]1[CH:2]=[CH:3][N:4]2[CH:9]=[CH:8][C:7]([C:10]([OH:12])=O)=[CH:6][C:5]=12.[CH2:13]1[C@H:22]2[C@H:17]([CH2:18][CH2:19][C:20]3[CH:26]=[CH:25][CH:24]=[CH:23][C:21]=32)[NH:16][CH2:15][CH2:14]1.F[P-](F)(F)(F)(F)F.N1(OC(N(C)C)=[N+](C)C)C2N=CC=CC=2N=N1. No catalyst specified. The product is [CH2:13]1[C@H:22]2[C@H:17]([CH2:18][CH2:19][C:20]3[CH:26]=[CH:25][CH:24]=[CH:23][C:21]=32)[N:16]([C:10]([C:7]2[CH:8]=[CH:9][N:4]3[CH:3]=[CH:2][N:1]=[C:5]3[CH:6]=2)=[O:12])[CH2:15][CH2:14]1. The yield is 0.950.